From a dataset of Catalyst prediction with 721,799 reactions and 888 catalyst types from USPTO. Predict which catalyst facilitates the given reaction. (1) Reactant: [C:1]([OH:8])(=[O:7])/[CH:2]=[CH:3]/[C:4]([OH:6])=[O:5].[F:9][C:10]1[CH:15]=[CH:14][C:13]([C@@H:16]([N:18]2[CH2:23][CH2:22][CH2:21]/[C:20](=[CH:24]\[C:25]3[CH:30]=[CH:29][C:28]([N:31]4[CH:35]=[C:34]([CH3:36])[N:33]=[CH:32]4)=[C:27]([O:37][CH3:38])[CH:26]=3)/[C:19]2=[O:39])[CH3:17])=[CH:12][CH:11]=1. Product: [C:1]([OH:8])(=[O:7])/[CH:2]=[CH:3]/[C:4]([OH:6])=[O:5].[F:9][C:10]1[CH:15]=[CH:14][C:13]([C@@H:16]([N:18]2[CH2:23][CH2:22][CH2:21]/[C:20](=[CH:24]\[C:25]3[CH:30]=[CH:29][C:28]([N:31]4[CH:35]=[C:34]([CH3:36])[N:33]=[CH:32]4)=[C:27]([O:37][CH3:38])[CH:26]=3)/[C:19]2=[O:39])[CH3:17])=[CH:12][CH:11]=1. The catalyst class is: 165. (2) Product: [NH2:12][C:5]1[C:6]([Br:11])=[N:7][C:8]([Cl:10])=[CH:9][C:4]=1[C:3]([OH:13])=[O:2]. The catalyst class is: 5. Reactant: C[O:2][C:3](=[O:13])[C:4]1[CH:9]=[C:8]([Cl:10])[N:7]=[C:6]([Br:11])[C:5]=1[NH2:12].[OH-].[Na+].C(OCC)C.O.